Dataset: Forward reaction prediction with 1.9M reactions from USPTO patents (1976-2016). Task: Predict the product of the given reaction. (1) Given the reactants [N+:1]([C:4]1[CH:9]=[CH:8][C:7]([N:10]2[C:18]3[C:13](=[CH:14][CH:15]=[CH:16][CH:17]=3)[C:12]([C:19]3[N:20]([CH2:24][CH2:25][CH:26]4[CH2:31][CH2:30][N:29]([C:32]([O:34][C:35]([CH3:38])([CH3:37])[CH3:36])=[O:33])[CH2:28][CH2:27]4)[CH:21]=[CH:22][N:23]=3)=[CH:11]2)=[CH:6][CH:5]=1)([O-])=O.[NH4+].[Cl-], predict the reaction product. The product is: [NH2:1][C:4]1[CH:5]=[CH:6][C:7]([N:10]2[C:18]3[C:13](=[CH:14][CH:15]=[CH:16][CH:17]=3)[C:12]([C:19]3[N:20]([CH2:24][CH2:25][CH:26]4[CH2:31][CH2:30][N:29]([C:32]([O:34][C:35]([CH3:38])([CH3:37])[CH3:36])=[O:33])[CH2:28][CH2:27]4)[CH:21]=[CH:22][N:23]=3)=[CH:11]2)=[CH:8][CH:9]=1. (2) Given the reactants C(O[CH:5]([O:13][CH:14]([CH3:16])[CH3:15])[C:6]1[CH:7]=[N:8][C:9]([CH3:12])=[N:10][CH:11]=1)(C)C.C(Cl)Cl.[Si]([C:24]#[N:25])(C)(C)C, predict the reaction product. The product is: [CH:14]([O:13][CH:5]([C:6]1[CH:11]=[N:10][C:9]([CH3:12])=[N:8][CH:7]=1)[C:24]#[N:25])([CH3:15])[CH3:16]. (3) Given the reactants [CH2:1]([O:8][C:9]1[CH:14]=[C:13]([F:15])[C:12]([F:16])=[CH:11][C:10]=1[CH2:17][CH2:18][I:19])[C:2]1[CH:7]=[CH:6][CH:5]=[CH:4][CH:3]=1.[CH:20]1[CH:25]=[CH:24][C:23]([P:26]([C:33]2[CH:38]=[CH:37][CH:36]=[CH:35][CH:34]=2)[C:27]2[CH:32]=[CH:31][CH:30]=[CH:29][CH:28]=2)=[CH:22][CH:21]=1, predict the reaction product. The product is: [I-:19].[CH2:1]([O:8][C:9]1[CH:14]=[C:13]([F:15])[C:12]([F:16])=[CH:11][C:10]=1[CH2:17][CH2:18][P+:26]([C:27]1[CH:28]=[CH:29][CH:30]=[CH:31][CH:32]=1)([C:33]1[CH:38]=[CH:37][CH:36]=[CH:35][CH:34]=1)[C:23]1[CH:22]=[CH:21][CH:20]=[CH:25][CH:24]=1)[C:2]1[CH:7]=[CH:6][CH:5]=[CH:4][CH:3]=1. (4) Given the reactants [C:1]1([C:7]2([NH:10][S:11]([C:14]3[C:19]([CH3:20])=[CH:18][C:17]([CH3:21])=[CH:16][C:15]=3[CH3:22])(=[O:13])=[O:12])[CH2:9][CH2:8]2)[CH:6]=[CH:5][CH:4]=[CH:3][CH:2]=1.Br[CH2:24][CH2:25][CH2:26][CH2:27][N:28]1[C:32](=[O:33])[C:31]2=[CH:34][CH:35]=[CH:36][CH:37]=[C:30]2[C:29]1=[O:38].[H-].[Na+], predict the reaction product. The product is: [C:19]1([CH3:20])[CH:18]=[C:17]([CH3:21])[CH:16]=[C:15]([CH3:22])[C:14]=1[S:11]([N:10]([CH2:24][CH2:25][CH2:26][CH2:27][N:28]1[C:32](=[O:33])[C:31]2=[CH:34][CH:35]=[CH:36][CH:37]=[C:30]2[C:29]1=[O:38])[C:7]1([C:1]2[CH:6]=[CH:5][CH:4]=[CH:3][CH:2]=2)[CH2:9][CH2:8]1)(=[O:13])=[O:12]. (5) The product is: [NH2:27][C:5]([CH2:11][CH2:12][C:13]1[CH:18]=[CH:17][C:16]([O:19][CH2:20][C:21]2[CH:26]=[CH:25][CH:24]=[CH:23][CH:22]=2)=[CH:15][CH:14]=1)([CH2:6][OH:7])[CH2:4][OH:3]. Given the reactants C([O:3][C:4](=O)[C:5]([NH:27]C(=O)C)([CH2:11][CH2:12][C:13]1[CH:18]=[CH:17][C:16]([O:19][CH2:20][C:21]2[CH:26]=[CH:25][CH:24]=[CH:23][CH:22]=2)=[CH:15][CH:14]=1)[C:6](OCC)=[O:7])C.[Cl-].[Cl-].[Ca+2].[BH4-].[Na+].[OH-].[Li+], predict the reaction product. (6) The product is: [N:10]1([C:35]([C:31]2[CH:32]=[C:33]3[C:28](=[CH:29][CH:30]=2)[CH2:27][N:26]([C:24]([NH:23][C:20]2[CH:19]=[CH:18][C:17]([C:15](=[O:16])[NH:14][CH2:11][CH2:12][CH3:13])=[CH:22][CH:21]=2)=[O:25])[CH2:34]3)=[O:36])[CH2:9][CH2:8][O:55][CH2:54][CH2:53]1. Given the reactants C1(C[CH2:8][CH2:9][NH2:10])C=CC=CC=1.[CH2:11]([NH:14][C:15]([C:17]1[CH:22]=[CH:21][C:20]([NH:23][C:24]([N:26]2[CH2:34][C:33]3[C:28](=[CH:29][CH:30]=[C:31]([C:35](O)=[O:36])[CH:32]=3)[CH2:27]2)=[O:25])=[CH:19][CH:18]=1)=[O:16])[CH2:12][CH3:13].C1C2C(=CC=CC=2)CN1C(NC1C=C[C:53]([C:54](O)=[O:55])=CC=1)=O, predict the reaction product. (7) Given the reactants [C:1]([C:5]1[N:10]=[C:9]([N:11]2[CH2:16][CH2:15][N:14]([CH2:17][CH2:18][CH2:19][CH2:20][NH2:21])[CH2:13][CH2:12]2)[CH:8]=[C:7]([C:22]([F:25])([F:24])[F:23])[N:6]=1)([CH3:4])([CH3:3])[CH3:2].C1N=CN([C:31](N2C=NC=C2)=[O:32])C=1.[C:38]1([CH3:50])[CH:43]=[CH:42][C:41]([N:44]2[CH2:49][CH2:48][NH:47][CH2:46][CH2:45]2)=[CH:40][CH:39]=1, predict the reaction product. The product is: [C:1]([C:5]1[N:10]=[C:9]([N:11]2[CH2:16][CH2:15][N:14]([CH2:17][CH2:18][CH2:19][CH2:20][NH:21][C:31]([N:47]3[CH2:46][CH2:45][N:44]([C:41]4[CH:40]=[CH:39][C:38]([CH3:50])=[CH:43][CH:42]=4)[CH2:49][CH2:48]3)=[O:32])[CH2:13][CH2:12]2)[CH:8]=[C:7]([C:22]([F:24])([F:25])[F:23])[N:6]=1)([CH3:4])([CH3:2])[CH3:3].